This data is from Peptide-MHC class II binding affinity with 134,281 pairs from IEDB. The task is: Regression. Given a peptide amino acid sequence and an MHC pseudo amino acid sequence, predict their binding affinity value. This is MHC class II binding data. The peptide sequence is GKLFTQTMKGVERLA. The MHC is DRB1_0404 with pseudo-sequence DRB1_0404. The binding affinity (normalized) is 0.208.